From a dataset of Forward reaction prediction with 1.9M reactions from USPTO patents (1976-2016). Predict the product of the given reaction. (1) Given the reactants [Cl:1][C:2]1[N:11]=[C:10]([CH3:12])[C:9]2[NH:8][CH2:7][CH:6]3[CH2:13][O:14][CH2:15][CH2:16][N:5]3[C:4]=2[N:3]=1.[CH3:17][C:18]([CH3:21])([O-])[CH3:19].[Na+].BrCC1CC1, predict the reaction product. The product is: [Cl:1][C:2]1[N:11]=[C:10]([CH3:12])[C:9]2[N:8]([CH2:17][CH:18]3[CH2:21][CH2:19]3)[CH2:7][CH:6]3[CH2:13][O:14][CH2:15][CH2:16][N:5]3[C:4]=2[N:3]=1. (2) Given the reactants [Cl:1][C:2]1[N:7]=[C:6]([Cl:8])[C:5]([CH:9]([C:11]2[C:16]([O:17][CH3:18])=[CH:15][CH:14]=[C:13]([F:19])[C:12]=2[F:20])[OH:10])=[CH:4][N:3]=1.C(=O)(O)[O-].[Na+].CC1(C)N([O])C(C)(C)CCC1.Cl[O-].[Na+], predict the reaction product. The product is: [Cl:1][C:2]1[N:7]=[C:6]([Cl:8])[C:5]([C:9]([C:11]2[C:16]([O:17][CH3:18])=[CH:15][CH:14]=[C:13]([F:19])[C:12]=2[F:20])=[O:10])=[CH:4][N:3]=1.